This data is from Reaction yield outcomes from USPTO patents with 853,638 reactions. The task is: Predict the reaction yield, written as a fraction of the theoretical maximum amount of product (1.0 means a 100% yield; for example, 0.34 means a 34% yield). (1) The reactants are Br[C:2]1[CH:3]=[CH:4][C:5]2[O:24][CH2:23][C:8]3([C:16]4[C:11](=[CH:12][CH:13]=[CH:14][CH:15]=4)[N:10]([CH2:17][CH2:18][CH2:19][CH2:20][CH3:21])[C:9]3=[O:22])[C:6]=2[CH:7]=1.Br[C:26]1[CH:31]=[CH:30][C:29]2C3(C[O:48][C:28]=2[CH:27]=1)C1C(=CC=CC=1)N(CCCCC)C3=O. No catalyst specified. The product is [CH2:17]([N:10]1[C:11]2[C:16](=[CH:15][CH:14]=[CH:13][CH:12]=2)[C:8]2([C:6]3[CH:7]=[C:2]([O:48][C:28]4[CH:29]=[CH:30][CH:31]=[CH:26][CH:27]=4)[CH:3]=[CH:4][C:5]=3[O:24][CH2:23]2)[C:9]1=[O:22])[CH2:18][CH2:19][CH2:20][CH3:21]. The yield is 0.100. (2) The reactants are [F:1][C:2]1[CH:7]=[C:6]([F:8])[CH:5]=[CH:4][C:3]=1[C:9]1[CH:14]=[C:13]([C:15]#[C:16][Si](C)(C)C)[CH:12]=[C:11]([NH2:21])[CH:10]=1.C([O-])([O-])=O.[K+].[K+]. The catalyst is CO. The product is [C:15]([C:13]1[CH:12]=[C:11]([NH2:21])[CH:10]=[C:9]([C:3]2[CH:4]=[CH:5][C:6]([F:8])=[CH:7][C:2]=2[F:1])[CH:14]=1)#[CH:16]. The yield is 0.830. (3) The reactants are C(O[C:5](=[O:7])[CH3:6])(=O)C.[NH2:8][C:9]1[CH:14]=[CH:13][C:12]([CH2:15][CH2:16][S:17]([N:20]2[CH2:36][CH2:35][C:23]3([N:27]=[C:26]([CH:28]4[CH2:33][CH2:32][CH2:31][CH2:30][CH2:29]4)[NH:25][C:24]3=[O:34])[CH2:22][CH2:21]2)(=[O:19])=[O:18])=[CH:11][CH:10]=1.C(N(CC)CC)C. The catalyst is C(Cl)Cl. The product is [CH:28]1([C:26]2[NH:25][C:24](=[O:34])[C:23]3([CH2:22][CH2:21][N:20]([S:17]([CH2:16][CH2:15][C:12]4[CH:13]=[CH:14][C:9]([NH:8][C:5](=[O:7])[CH3:6])=[CH:10][CH:11]=4)(=[O:18])=[O:19])[CH2:36][CH2:35]3)[N:27]=2)[CH2:33][CH2:32][CH2:31][CH2:30][CH2:29]1. The yield is 0.543.